This data is from Reaction yield outcomes from USPTO patents with 853,638 reactions. The task is: Predict the reaction yield, written as a fraction of the theoretical maximum amount of product (1.0 means a 100% yield; for example, 0.34 means a 34% yield). (1) The reactants are C(NC(C)C)(C)C.C([Li])CCC.[Cl:13][C:14]1[CH:19]=[CH:18][C:17]([Cl:20])=[CH:16][N:15]=1.[F:21][C:22]1[CH:29]=[CH:28][C:27]([F:30])=[CH:26][C:23]=1[CH:24]=[O:25].[Cl-].[NH4+]. The catalyst is C(OCC)(=O)C.O1CCCC1. The product is [Cl:13][C:14]1[CH:19]=[C:18]([CH:24]([C:23]2[CH:26]=[C:27]([F:30])[CH:28]=[CH:29][C:22]=2[F:21])[OH:25])[C:17]([Cl:20])=[CH:16][N:15]=1. The yield is 0.670. (2) The reactants are [C:1]1([S:7]([CH2:10][C:11]2[C:16]([F:17])=[C:15]([N:18]3[CH2:23][CH2:22][O:21][CH2:20][CH2:19]3)[N:14]=[C:13]([C:24]3[CH:29]=[CH:28][CH:27]=[CH:26][N:25]=3)[N:12]=2)(=[O:9])=[O:8])C=CC=CC=1.[Na+].CS([O-])=O. No catalyst specified. The product is [F:17][C:16]1[C:11]([CH2:10][S:7]([CH3:1])(=[O:8])=[O:9])=[N:12][C:13]([C:24]2[CH:29]=[CH:28][CH:27]=[CH:26][N:25]=2)=[N:14][C:15]=1[N:18]1[CH2:19][CH2:20][O:21][CH2:22][CH2:23]1. The yield is 0.360. (3) The reactants are [Cl:1][C:2]1[CH:3]=[C:4]2[C:9](=[CH:10][C:11]=1[O:12][C:13]1[CH:18]=[CH:17][C:16](I)=[CH:15][C:14]=1[CH3:20])[O:8][CH:7]([C:21]([F:24])([F:23])[F:22])[C:6]([C:25]([O:27]CC)=[O:26])=[CH:5]2.[Cu][C:31]#[N:32].C(OCC)(=O)C.[OH-].[Li+]. The catalyst is CN(C)C=O.O1CCCC1.O.C(O)C. The product is [Cl:1][C:2]1[CH:3]=[C:4]2[C:9](=[CH:10][C:11]=1[O:12][C:13]1[CH:18]=[CH:17][C:16]([C:31]#[N:32])=[CH:15][C:14]=1[CH3:20])[O:8][CH:7]([C:21]([F:24])([F:22])[F:23])[C:6]([C:25]([OH:27])=[O:26])=[CH:5]2. The yield is 0.270.